Dataset: Peptide-MHC class I binding affinity with 185,985 pairs from IEDB/IMGT. Task: Regression. Given a peptide amino acid sequence and an MHC pseudo amino acid sequence, predict their binding affinity value. This is MHC class I binding data. (1) The peptide sequence is PLPVSRLVSL. The MHC is HLA-A02:03 with pseudo-sequence HLA-A02:03. The binding affinity (normalized) is 0.101. (2) The MHC is HLA-A02:03 with pseudo-sequence HLA-A02:03. The peptide sequence is DIKYISRDEL. The binding affinity (normalized) is 0.153. (3) The peptide sequence is YQVKYVSPV. The MHC is HLA-C04:01 with pseudo-sequence HLA-C04:01. The binding affinity (normalized) is 0.213. (4) The peptide sequence is FPRFKFVWV. The MHC is HLA-B53:01 with pseudo-sequence HLA-B53:01. The binding affinity (normalized) is 0.246. (5) The peptide sequence is SLYYTIATI. The MHC is HLA-A02:06 with pseudo-sequence HLA-A02:06. The binding affinity (normalized) is 0.155.